Dataset: Forward reaction prediction with 1.9M reactions from USPTO patents (1976-2016). Task: Predict the product of the given reaction. (1) Given the reactants [O:1]=[C:2]([N:7]([CH2:22][C:23]1[CH:28]=[CH:27][CH:26]=[CH:25][CH:24]=1)[CH2:8][C@@H:9]1[CH2:14][O:13][CH2:12][CH2:11][N:10]1CC1C=CC=CC=1)[C:3](OC)=[O:4], predict the reaction product. The product is: [C:23]1([CH2:22][N:7]2[C:2](=[O:1])[C:3](=[O:4])[N:10]3[C@@H:9]([CH2:14][O:13][CH2:12][CH2:11]3)[CH2:8]2)[CH:28]=[CH:27][CH:26]=[CH:25][CH:24]=1. (2) Given the reactants O/[C:2](=[CH:8]\[C:9]([C:11]1[CH:12]=[N:13][CH:14]=[C:15]([CH3:17])[CH:16]=1)=O)/[C:3]([O:5][CH2:6][CH3:7])=[O:4].[S:18]1[CH:22]=[CH:21][CH:20]=[C:19]1[C:23]1[CH:27]=[C:26]([NH2:28])[O:25][N:24]=1, predict the reaction product. The product is: [CH3:17][C:15]1[CH:16]=[C:11]([C:9]2[CH:8]=[C:2]([C:3]([O:5][CH2:6][CH3:7])=[O:4])[C:27]3[C:23]([C:19]4[S:18][CH:22]=[CH:21][CH:20]=4)=[N:24][O:25][C:26]=3[N:28]=2)[CH:12]=[N:13][CH:14]=1. (3) Given the reactants [NH2:1][C:2]1[C:3](=[O:15])[N:4]([C:9]2[CH:14]=[CH:13][CH:12]=[CH:11][CH:10]=2)[N:5]([CH3:8])[C:6]=1[CH3:7].[CH3:16][N:17]([CH3:25])[C:18]1[CH:23]=[CH:22][CH:21]=[C:20]([NH2:24])[CH:19]=1.[Cl:26]([O-:30])(=[O:29])(=[O:28])=[O:27].[Na+], predict the reaction product. The product is: [Cl:26]([O-:30])(=[O:29])(=[O:28])=[O:27].[NH2:24][C:20]1=[CH:19][C:18](=[N+:17]([CH3:25])[CH3:16])[CH:23]=[CH:22]/[C:21]/1=[N:1]\[C:2]1[C:3](=[O:15])[N:4]([C:9]2[CH:10]=[CH:11][CH:12]=[CH:13][CH:14]=2)[N:5]([CH3:8])[C:6]=1[CH3:7]. (4) The product is: [CH2:27]([O:26][C:24]([C@@H:12]1[CH2:13][CH:14]([O:16][Si:17]([C:20]([CH3:21])([CH3:22])[CH3:23])([CH3:18])[CH3:19])[CH2:15][C@H:11]1[C:9]([OH:10])=[O:8])=[O:25])[CH3:28]. Given the reactants C([Si]([O:8][C:9]([C@@H:11]1[CH2:15][CH:14]([O:16][Si:17]([C:20]([CH3:23])([CH3:22])[CH3:21])([CH3:19])[CH3:18])[CH2:13][C@H:12]1[C:24]([O:26][CH2:27][CH3:28])=[O:25])=[O:10])(C)C)(C)(C)C.C(=O)([O-])[O-].[K+].[K+], predict the reaction product. (5) Given the reactants [OH:1][C@@:2]1([CH2:22][O:23][CH3:24])[CH2:7][CH2:6][CH2:5][CH2:4][C@H:3]1[N:8]1[C:12]([C:13]2[CH:18]=[CH:17][CH:16]=[CH:15][CH:14]=2)=[C:11]([C:19]([OH:21])=O)[N:10]=[CH:9]1.Cl.[C:26]1([N:31]2[C:35]3[CH:36]=[CH:37][CH:38]=[CH:39][C:34]=3[N:33]([CH2:40][CH2:41][C@H:42]3[NH:47][CH2:46][CH2:45][N:44]([C:48]([O:50][CH2:51][C:52]4[CH:57]=[CH:56][CH:55]=[CH:54][CH:53]=4)=[O:49])[CH2:43]3)[C:32]2=[O:58])[CH2:30][CH2:29][CH2:28][CH:27]=1.CCN=C=NCCCN(C)C.Cl.C1C=CC2N(O)N=NC=2C=1, predict the reaction product. The product is: [C:26]1([N:31]2[C:35]3[CH:36]=[CH:37][CH:38]=[CH:39][C:34]=3[N:33]([CH2:40][CH2:41][C@H:42]3[N:47]([C:19]([C:11]4[N:10]=[CH:9][N:8]([C@@H:3]5[CH2:4][CH2:5][CH2:6][CH2:7][C@@:2]5([OH:1])[CH2:22][O:23][CH3:24])[C:12]=4[C:13]4[CH:18]=[CH:17][CH:16]=[CH:15][CH:14]=4)=[O:21])[CH2:46][CH2:45][N:44]([C:48]([O:50][CH2:51][C:52]4[CH:53]=[CH:54][CH:55]=[CH:56][CH:57]=4)=[O:49])[CH2:43]3)[C:32]2=[O:58])[CH2:30][CH2:29][CH2:28][CH:27]=1. (6) Given the reactants [C:1]1([C:7](=[CH2:11])[CH2:8][NH:9][NH2:10])[CH:6]=[CH:5][CH:4]=[CH:3][CH:2]=1.NN[C:14]([O:16][C:17]([CH3:20])([CH3:19])[CH3:18])=[O:15].CCN(CC)CC.BrCC(C1C=CC=CC=1)=C, predict the reaction product. The product is: [C:17]([O:16][C:14]([NH:10][NH:9][CH2:8][C:7]([C:1]1[CH:6]=[CH:5][CH:4]=[CH:3][CH:2]=1)=[CH2:11])=[O:15])([CH3:20])([CH3:19])[CH3:18]. (7) Given the reactants [CH3:1][O:2][C:3](=[O:21])[C:4]1[C:9]([Cl:10])=[CH:8][C:7]([N:11](S(C)(=O)=O)[S:12]([CH3:15])(=[O:14])=[O:13])=[CH:6][C:5]=1[Cl:20].[OH-].[Na+], predict the reaction product. The product is: [CH3:1][O:2][C:3](=[O:21])[C:4]1[C:9]([Cl:10])=[CH:8][C:7]([NH:11][S:12]([CH3:15])(=[O:14])=[O:13])=[CH:6][C:5]=1[Cl:20].